This data is from Forward reaction prediction with 1.9M reactions from USPTO patents (1976-2016). The task is: Predict the product of the given reaction. (1) Given the reactants [C:1]([O:5][C:6](=[O:22])[NH:7][CH:8]1[CH2:13][CH2:12][C:11]([C:14]2[C:19]([CH3:20])=[CH:18][C:17]([Br:21])=[CH:16][N:15]=2)=[CH:10][CH2:9]1)([CH3:4])([CH3:3])[CH3:2].[H-].[Na+].[CH3:25]I.O, predict the reaction product. The product is: [C:1]([O:5][C:6](=[O:22])[N:7]([CH:8]1[CH2:13][CH2:12][C:11]([C:14]2[C:19]([CH3:20])=[CH:18][C:17]([Br:21])=[CH:16][N:15]=2)=[CH:10][CH2:9]1)[CH3:25])([CH3:4])([CH3:2])[CH3:3]. (2) Given the reactants C(=O)([O-])[O-].[K+].[K+].Cl.[C:8]([O:11][CH2:12][C:13]1[CH:14]=[C:15]2[C:20](=[CH:21][C:22]=1[CH3:23])[N:19]=[C:18]([CH3:24])[NH:17][C:16]2=[O:25])(=[O:10])[CH3:9].[C:26]([O:32][CH2:33]Cl)(=[O:31])[C:27]([CH3:30])([CH3:29])[CH3:28].O, predict the reaction product. The product is: [C:26]([O:32][CH2:33][N:17]1[C:16](=[O:25])[C:15]2[C:20](=[CH:21][C:22]([CH3:23])=[C:13]([CH2:12][O:11][C:8](=[O:10])[CH3:9])[CH:14]=2)[N:19]=[C:18]1[CH3:24])(=[O:31])[C:27]([CH3:30])([CH3:29])[CH3:28]. (3) Given the reactants [CH3:1][C:2]1[CH:3]=[CH:4][C:5]([C:8]2[N:16]=[C:15]3[N:10]([CH:11]=[C:12]([CH3:17])[CH:13]=[CH:14]3)[C:9]=2[CH2:18][C:19]([N:21]([CH3:23])[CH3:22])=[O:20])=[CH:6][CH:7]=1.C(O)(C(O)=O)C(O)C(O)=O.CNC.C(O)(=O)C(C(C(O)=O)O)O, predict the reaction product. The product is: [CH3:1][C:2]1[CH:7]=[CH:6][C:5]([C:8]2[N:16]=[C:15]3[N:10]([CH:11]=[C:12]([CH3:17])[CH:13]=[CH:14]3)[C:9]=2[CH2:18][C:19]([N:21]([CH3:22])[CH3:23])=[O:20])=[CH:4][CH:3]=1. (4) Given the reactants [CH2:1]=[C:2]([CH2:5][OH:6])[CH2:3][OH:4].C([Zn]CC)C.[Br:12][C:13]1[CH:18]=[CH:17][C:16]([C:19](Cl)=[N:20][OH:21])=[CH:15][C:14]=1[F:23], predict the reaction product. The product is: [Br:12][C:13]1[CH:18]=[CH:17][C:16]([C:19]2[CH2:1][C:2]([CH2:5][OH:6])([CH2:3][OH:4])[O:21][N:20]=2)=[CH:15][C:14]=1[F:23]. (5) Given the reactants [CH3:1][O:2][C:3]([C:5]1[CH:43]=[CH:42][C:8]([C:9]([NH:11][C:12]2[CH:21]=[C:20]3[C:15]([CH2:16][C@@H:17]([C:29](=[O:41])[NH:30][C@H:31]4[C:40]5[C:35](=[CH:36][CH:37]=[CH:38][CH:39]=5)[CH2:34][CH2:33][CH2:32]4)[N:18](C(OC(C)(C)C)=O)[CH2:19]3)=[CH:14][CH:13]=2)=[O:10])=[CH:7][CH:6]=1)=[O:4].C(O)(C(F)(F)F)=O, predict the reaction product. The product is: [C@H:31]1([NH:30][C:29]([C@@H:17]2[CH2:16][C:15]3[C:20](=[CH:21][C:12]([NH:11][C:9]([C:8]4[CH:7]=[CH:6][C:5]([C:3]([O:2][CH3:1])=[O:4])=[CH:43][CH:42]=4)=[O:10])=[CH:13][CH:14]=3)[CH2:19][NH:18]2)=[O:41])[C:40]2[C:35](=[CH:36][CH:37]=[CH:38][CH:39]=2)[CH2:34][CH2:33][CH2:32]1.